From a dataset of Catalyst prediction with 721,799 reactions and 888 catalyst types from USPTO. Predict which catalyst facilitates the given reaction. (1) Reactant: [S:1]1[C:5]2[CH:6]=[CH:7][CH:8]=[CH:9][C:4]=2[N:3]=[CH:2]1.C(O)[C:11]([NH2:16])(CO)CO.Cl.C1N=C(N)C2N=CN([C@@H]3[O:32][C@H](COP(OP(OC[C@H]4O[C@@H](N5C=C(C(N)=O)CC=C5)[C@H](O)[C@@H]4O)(O)=O)(O)=O)[C@@H](O)[C@H]3OP(O)(O)=O)C=2N=1.C1C=[N+]([C@@H]2O[C@H](COP(OP(OC[C@H]3O[C@@H](N4C5N=CN=C(N)C=5N=C4)[C@H](OP(O)(O)=O)[C@@H]3O)(O)=O)(O)=O)[C@@H](O)[C@H]2O)C=C(C(N)=O)C=1.C(OP(O)(O)=O)[C@H]1O[C@@H](O)[C@H](O)[C@@H](O)[C@@H]1O.[Mg+2].[Cl-].[Cl-].C([O-])(=O)CC(CC([O-])=O)(C([O-])=O)O.[Na+].[Na+].[Na+].C1S/C(=C2/N=C3C(S/2)=CC(=O)C=C3)/N[C@H]1C(O)=O.N[C@@H](C(O)=O)CS. Product: [OH:32][C:7]1[CH:8]=[CH:9][C:4]2[N:3]=[C:2]([C:11]#[N:16])[S:1][C:5]=2[CH:6]=1.[S:1]1[C:5]2[CH:6]=[CH:7][CH:8]=[CH:9][C:4]=2[N:3]=[CH:2]1. The catalyst class is: 16. (2) Product: [Si:1]([O:8][C@H:9]([CH2:10][O:11][Si:12]([C:15]([CH3:16])([CH3:18])[CH3:17])([CH3:13])[CH3:14])[C@@H:19]([NH:20][C:22](=[O:23])[O:24][C:25]([CH3:26])([CH3:27])[CH3:28])[CH2:21][N:29]1[CH:33]=[CH:32][N:31]=[CH:30]1)([C:4]([CH3:5])([CH3:6])[CH3:7])([CH3:3])[CH3:2].[CH2:43]([P:38](=[O:8])([CH2:34][CH2:35][CH2:36][CH3:37])[CH2:39][CH2:40][CH2:41][CH3:42])[CH2:44][CH2:45][CH3:46]. Reactant: [Si:1]([O:8][C@@H:9]([CH:19]1[CH2:21][N@@:20]1[C:22]([O:24][C:25]([CH3:28])([CH3:27])[CH3:26])=[O:23])[CH2:10][O:11][Si:12]([C:15]([CH3:18])([CH3:17])[CH3:16])([CH3:14])[CH3:13])([C:4]([CH3:7])([CH3:6])[CH3:5])([CH3:3])[CH3:2].[NH:29]1[CH:33]=[CH:32][N:31]=[CH:30]1.[CH2:34]([P:38]([CH2:43][CH2:44][CH2:45][CH3:46])[CH2:39][CH2:40][CH2:41][CH3:42])[CH2:35][CH2:36][CH3:37].[H-].[Na+]. The catalyst class is: 11.